Dataset: Forward reaction prediction with 1.9M reactions from USPTO patents (1976-2016). Task: Predict the product of the given reaction. (1) Given the reactants FC(F)(F)C(O)=O.C(OC(=O)[NH:14][C:15]1[N:16]=[C:17]([C:21](=[O:38])[NH:22][C:23]2[C:24]([C:28](=[O:37])[NH:29][C:30]3[CH:35]=[CH:34][C:33]([F:36])=[CH:32][CH:31]=3)=[N:25][NH:26][CH:27]=2)[N:18]([CH3:20])[CH:19]=1)(C)(C)C, predict the reaction product. The product is: [F:36][C:33]1[CH:34]=[CH:35][C:30]([NH:29][C:28]([C:24]2[C:23]([NH:22][C:21]([C:17]3[N:18]([CH3:20])[CH:19]=[C:15]([NH2:14])[N:16]=3)=[O:38])=[CH:27][NH:26][N:25]=2)=[O:37])=[CH:31][CH:32]=1. (2) The product is: [CH:15]1([CH2:21][C:22]2[NH:23][C:24](=[S:2])[C:25]3[CH:30]=[N:29][N:28]([CH:31]([CH2:34][CH3:35])[CH2:32][CH3:33])[C:26]=3[N:27]=2)[CH2:20][CH2:19][CH2:18][CH2:17][CH2:16]1. Given the reactants P12(SP3(SP(SP(S3)(S1)=S)(=S)S2)=S)=[S:2].[CH:15]1([CH2:21][C:22]2[NH:23][C:24](=O)[C:25]3[CH:30]=[N:29][N:28]([CH:31]([CH2:34][CH3:35])[CH2:32][CH3:33])[C:26]=3[N:27]=2)[CH2:20][CH2:19][CH2:18][CH2:17][CH2:16]1.C(=O)(O)[O-].[Na+], predict the reaction product. (3) Given the reactants Br[C:2]1[CH:7]=[CH:6][C:5]([C:8]2[N:12]3[N:13]=[C:14]([C:17]4[CH:22]=[CH:21][C:20]([O:23][CH3:24])=[C:19]([O:25][CH3:26])[CH:18]=4)[CH:15]=[CH:16][C:11]3=[N:10][C:9]=2[CH3:27])=[CH:4][CH:3]=1.COC1C=C([C:38]2[N:43]=[N:42][C:41]([NH2:44])=CC=2)C=CC=1OC.BrC1C=CC(C(Cl)C(=O)C)=CC=1.C([O-])(O)=O.[Na+], predict the reaction product. The product is: [CH3:26][O:25][C:19]1[CH:18]=[C:17]([C:14]2[CH:15]=[CH:16][C:11]3[N:12]([C:8]([C:5]4[CH:6]=[CH:7][C:2]([N:43]5[CH:38]=[N:44][CH:41]=[N:42]5)=[CH:3][CH:4]=4)=[C:9]([CH3:27])[N:10]=3)[N:13]=2)[CH:22]=[CH:21][C:20]=1[O:23][CH3:24].